Task: Predict the reactants needed to synthesize the given product.. Dataset: Full USPTO retrosynthesis dataset with 1.9M reactions from patents (1976-2016) (1) Given the product [CH2:19]([N:13]1[CH2:14][CH2:15][CH:11]([C@H:9]2[CH2:10][C@@H:8]2[C:6]([O:5][C:1]([CH3:4])([CH3:2])[CH3:3])=[O:7])[C:12]1=[O:16])[C:20]1[CH:25]=[CH:24][CH:23]=[CH:22][CH:21]=1, predict the reactants needed to synthesize it. The reactants are: [C:1]([O:5][C:6]([C@H:8]1[CH2:10][C@@H:9]1[CH:11]1[CH2:15][CH2:14][NH:13][C:12]1=[O:16])=[O:7])([CH3:4])([CH3:3])[CH3:2].[H-].[Na+].[CH2:19](Cl)[C:20]1[CH:25]=[CH:24][CH:23]=[CH:22][CH:21]=1.[Cl-].[NH4+]. (2) Given the product [OH:26][CH2:25][CH2:24][N:23]([C:27]1[CH:28]=[CH:29][CH:30]=[CH:31][CH:32]=1)[C:15]1[C:16]2[CH2:22][N:21]([C:42]([N:41]([CH3:45])[CH3:40])=[O:43])[CH2:20][CH2:19][C:17]=2[N:18]=[C:13]([NH:12][C:9]2[CH:10]=[CH:11][C:6]([C:5]3[O:1][CH:2]=[N:3][CH:4]=3)=[CH:7][CH:8]=2)[N:14]=1, predict the reactants needed to synthesize it. The reactants are: [O:1]1[C:5]([C:6]2[CH:11]=[CH:10][C:9]([NH:12][C:13]3[N:14]=[C:15]([N:23]([C:27]4[CH:32]=[CH:31][CH:30]=[CH:29][CH:28]=4)[CH2:24][CH2:25][OH:26])[C:16]4[CH2:22][NH:21][CH2:20][CH2:19][C:17]=4[N:18]=3)=[CH:8][CH:7]=2)=[CH:4][N:3]=[CH:2]1.C(N(CC)CC)C.[CH3:40][N:41]([CH3:45])[C:42](Cl)=[O:43]. (3) Given the product [F:9][C:10]1[CH:11]=[C:12]2[C:16](=[CH:17][CH:18]=1)[NH:15][C:14](=[O:19])/[C:13]/2=[CH:7]\[C:4]1[NH:3][C:2]([CH3:1])=[N:6][CH:5]=1, predict the reactants needed to synthesize it. The reactants are: [CH3:1][C:2]1[NH:3][C:4]([CH:7]=O)=[CH:5][N:6]=1.[F:9][C:10]1[CH:11]=[C:12]2[C:16](=[CH:17][CH:18]=1)[NH:15][C:14](=[O:19])[CH2:13]2.N1CCCCC1. (4) Given the product [CH3:24][O:23][C:9]1[CH:10]=[C:11]([C:14]2[O:15][C:16]3[CH:22]=[CH:21][CH:20]=[CH:19][C:17]=3[N:18]=2)[CH:12]=[CH:13][C:8]=1[CH2:7][N:1]1[CH2:5][CH2:4][CH2:3][CH2:2]1, predict the reactants needed to synthesize it. The reactants are: [NH:1]1[CH2:5][CH2:4][CH2:3][CH2:2]1.Br[CH2:7][C:8]1[CH:13]=[CH:12][C:11]([C:14]2[O:15][C:16]3[CH:22]=[CH:21][CH:20]=[CH:19][C:17]=3[N:18]=2)=[CH:10][C:9]=1[O:23][CH3:24].C(N(CC)CC)C. (5) Given the product [CH2:24]([C:10]1[CH:11]=[C:12]2[C:17](=[CH:18][C:9]=1[OH:8])[N:16]=[CH:15][CH:14]=[C:13]2[N:19]1[CH2:20][CH2:21][CH2:22][CH2:23]1)[CH2:25][CH2:26][CH3:27], predict the reactants needed to synthesize it. The reactants are: C([O:8][C:9]1[CH:18]=[C:17]2[C:12]([C:13]([N:19]3[CH2:23][CH2:22][CH2:21][CH2:20]3)=[CH:14][CH:15]=[N:16]2)=[CH:11][C:10]=1[CH2:24][CH2:25][CH2:26][CH3:27])C1C=CC=CC=1. (6) Given the product [F:21][C:18]1[CH:19]=[CH:20][C:15]([N:10]2[C:11]([CH:12]([CH3:14])[CH3:13])=[C:7]([N:4]3[CH2:5][CH2:6][CH:2]([N:28]4[CH:27]=[CH:26][C:25]([C:24]([F:31])([F:30])[F:23])=[N:29]4)[C:3]3=[O:22])[CH:8]=[N:9]2)=[CH:16][CH:17]=1, predict the reactants needed to synthesize it. The reactants are: Br[CH:2]1[CH2:6][CH2:5][N:4]([C:7]2[CH:8]=[N:9][N:10]([C:15]3[CH:20]=[CH:19][C:18]([F:21])=[CH:17][CH:16]=3)[C:11]=2[CH:12]([CH3:14])[CH3:13])[C:3]1=[O:22].[F:23][C:24]([F:31])([F:30])[C:25]1[NH:29][N:28]=[CH:27][CH:26]=1.C([O-])([O-])=O.[K+].[K+]. (7) The reactants are: O1CCOCC1.[Cl:7][C:8]1[CH:9]=[CH:10][C:11]([N:44]2[CH:48]=[N:47][N:46]=[N:45]2)=[C:12]([C:14]2[CH:22]=[C:21]3[N:17]([C@H:18]([C:23]4[NH:24][C:25]([C:28]5[CH:33]=[CH:32][CH:31]=[C:30]([B:34]6[O:38]C(C)(C)C(C)(C)[O:35]6)[CH:29]=5)=[CH:26][N:27]=4)[CH2:19][CH2:20]3)[C:16](=[O:43])[CH:15]=2)[CH:13]=1.Cl.C(=O)([O-])O.[Na+]. Given the product [Cl:7][C:8]1[CH:9]=[CH:10][C:11]([N:44]2[CH:48]=[N:47][N:46]=[N:45]2)=[C:12]([C:14]2[CH:22]=[C:21]3[N:17]([C@H:18]([C:23]4[NH:24][C:25]([C:28]5[CH:29]=[C:30]([B:34]([OH:35])[OH:38])[CH:31]=[CH:32][CH:33]=5)=[CH:26][N:27]=4)[CH2:19][CH2:20]3)[C:16](=[O:43])[CH:15]=2)[CH:13]=1, predict the reactants needed to synthesize it.